Dataset: Full USPTO retrosynthesis dataset with 1.9M reactions from patents (1976-2016). Task: Predict the reactants needed to synthesize the given product. (1) Given the product [Br:1][C:2]1[CH:3]=[CH:4][C:5]([O:11][C:12]2[CH:13]=[N:14][C:15]([Cl:18])=[CH:16][CH:17]=2)=[C:6]([CH:10]=1)[C:7]([N:21]([CH2:22][CH3:23])[CH2:19][CH3:20])=[O:9], predict the reactants needed to synthesize it. The reactants are: [Br:1][C:2]1[CH:3]=[CH:4][C:5]([O:11][C:12]2[CH:13]=[N:14][C:15]([Cl:18])=[CH:16][CH:17]=2)=[C:6]([CH:10]=1)[C:7]([OH:9])=O.[CH2:19]([NH:21][CH2:22][CH3:23])[CH3:20].C1C=CC2N(O)N=NC=2C=1.CCN(C(C)C)C(C)C.CCN=C=NCCCN(C)C. (2) The reactants are: C(N(CC)CC)C.ClC(OCC)=O.O[C:15]([CH2:17][CH2:18][CH2:19][CH2:20][C@H:21]1[C@@H:29]2[C@@H:24]([NH:25][C:26]([NH:28]2)=[O:27])[CH2:23][S:22]1)=[O:16].[CH3:30][NH:31][CH2:32][CH2:33][CH2:34][CH2:35][CH2:36][C:37]([O:39][CH3:40])=[O:38]. Given the product [CH3:30][N:31]([C:15](=[O:16])[CH2:17][CH2:18][CH2:19][CH2:20][C@H:21]1[C@@H:29]2[C@@H:24]([NH:25][C:26](=[O:27])[NH:28]2)[CH2:23][S:22]1)[CH2:32][CH2:33][CH2:34][CH2:35][CH2:36][C:37]([O:39][CH3:40])=[O:38], predict the reactants needed to synthesize it. (3) Given the product [CH3:16][C:10]1[N:11]=[C:12]([NH:14][CH3:15])[S:13][C:9]=1[C:7]1[C:4]([C:3]#[N:2])=[CH:5][N:33]=[C:31]([NH:30][C:27]2[CH:26]=[CH:25][C:24]([N:21]3[CH2:22][CH2:23][O:18][CH2:19][CH2:20]3)=[CH:29][CH:28]=2)[N:32]=1, predict the reactants needed to synthesize it. The reactants are: C[N:2](C)[CH:3]=[C:4]([C:7]([C:9]1[S:13][C:12]([NH:14][CH3:15])=[N:11][C:10]=1[CH3:16])=O)[C:5]#N.[O:18]1[CH2:23][CH2:22][N:21]([C:24]2[CH:29]=[CH:28][C:27]([NH:30][C:31]([NH2:33])=[NH:32])=[CH:26][CH:25]=2)[CH2:20][CH2:19]1. (4) Given the product [Br:3][C:4]1[CH:13]=[C:12]2[C:7]([C:8]([CH3:15])([CH3:16])[CH2:9][C:10](=[O:14])[N:11]2[CH3:18])=[CH:6][C:5]=1[CH3:17], predict the reactants needed to synthesize it. The reactants are: [OH-].[K+].[Br:3][C:4]1[CH:13]=[C:12]2[C:7]([C:8]([CH3:16])([CH3:15])[CH2:9][C:10](=[O:14])[NH:11]2)=[CH:6][C:5]=1[CH3:17].[CH3:18]I.O. (5) Given the product [CH:24]([C:26]1[CH:31]=[C:30]([C:2]2[CH:3]=[N:4][N:5]3[C:10]([C:11]4[CH:12]=[C:13]([NH:17][C:18](=[O:23])[CH2:19][CH:20]([CH3:22])[CH3:21])[CH:14]=[CH:15][CH:16]=4)=[CH:9][CH:8]=[N:7][C:6]=23)[CH:29]=[CH:28][CH:27]=1)=[O:25], predict the reactants needed to synthesize it. The reactants are: Br[C:2]1[CH:3]=[N:4][N:5]2[C:10]([C:11]3[CH:12]=[C:13]([NH:17][C:18](=[O:23])[CH2:19][CH:20]([CH3:22])[CH3:21])[CH:14]=[CH:15][CH:16]=3)=[CH:9][CH:8]=[N:7][C:6]=12.[CH:24]([C:26]1[CH:27]=[C:28](B(O)O)[CH:29]=[CH:30][CH:31]=1)=[O:25]. (6) Given the product [Br:13][C:14]1[C:15]([Cl:21])=[C:16]([O:9][CH:7]2[CH2:8][N:2]([CH3:1])[CH2:3][CH2:4][C:5]3[S:12][CH:11]=[CH:10][C:6]2=3)[CH:17]=[CH:18][CH:19]=1, predict the reactants needed to synthesize it. The reactants are: [CH3:1][N:2]1[CH2:8][CH:7]([OH:9])[C:6]2[CH:10]=[CH:11][S:12][C:5]=2[CH2:4][CH2:3]1.[Br:13][C:14]1[C:15]([Cl:21])=[C:16](F)[CH:17]=[CH:18][CH:19]=1. (7) Given the product [CH:1]1([N:7]([CH3:17])[C:8]2[N:13]=[CH:12][N:11]=[C:10]([C:14]([NH:18][C:19]3[CH:24]=[CH:23][C:22]([S:25]([NH:28][CH2:29][CH2:30][OH:31])(=[O:27])=[O:26])=[CH:21][CH:20]=3)=[O:16])[CH:9]=2)[CH2:2][CH2:3][CH2:4][CH2:5][CH2:6]1, predict the reactants needed to synthesize it. The reactants are: [CH:1]1([N:7]([CH3:17])[C:8]2[N:13]=[CH:12][N:11]=[C:10]([C:14]([OH:16])=O)[CH:9]=2)[CH2:6][CH2:5][CH2:4][CH2:3][CH2:2]1.[NH2:18][C:19]1[CH:24]=[CH:23][C:22]([S:25]([NH:28][CH2:29][CH2:30][OH:31])(=[O:27])=[O:26])=[CH:21][CH:20]=1.